From a dataset of Forward reaction prediction with 1.9M reactions from USPTO patents (1976-2016). Predict the product of the given reaction. (1) Given the reactants [OH:1][C:2]1[CH:3]=[C:4]([NH:37][S:38]([CH3:41])(=[O:40])=[O:39])[CH:5]=[C:6]([C:8]2[C:16]3[C:15]([NH:17][C@H:18]([C:20]4[N:25]([C:26]5[CH:31]=[CH:30][CH:29]=[CH:28][CH:27]=5)[C:24](=[O:32])[C:23]5=[C:33]([CH3:36])[CH:34]=[CH:35][N:22]5[N:21]=4)[CH3:19])=[N:14][CH:13]=[N:12][C:11]=3[NH:10][CH:9]=2)[CH:7]=1.C(=O)([O-])[O-].[Na+].[Na+].[Cl-].Cl[CH2:50][CH2:51][NH+:52]([CH3:54])[CH3:53].O, predict the reaction product. The product is: [CH3:53][N:52]([CH3:54])[CH2:51][CH2:50][O:1][C:2]1[CH:3]=[C:4]([NH:37][S:38]([CH3:41])(=[O:39])=[O:40])[CH:5]=[C:6]([C:8]2[C:16]3[C:15]([NH:17][C@H:18]([C:20]4[N:25]([C:26]5[CH:31]=[CH:30][CH:29]=[CH:28][CH:27]=5)[C:24](=[O:32])[C:23]5=[C:33]([CH3:36])[CH:34]=[CH:35][N:22]5[N:21]=4)[CH3:19])=[N:14][CH:13]=[N:12][C:11]=3[NH:10][CH:9]=2)[CH:7]=1. (2) Given the reactants [OH:1][C@@H:2]([C:13]1[CH:18]=[CH:17][CH:16]=[C:15]([O:19][CH2:20][C@@H:21]2[CH2:25][CH2:24][CH2:23][N:22]2[CH3:26])[CH:14]=1)[CH2:3][CH2:4][NH:5]C(=O)OC(C)(C)C.Cl.O1CCOCC1, predict the reaction product. The product is: [NH2:5][CH2:4][CH2:3][C@H:2]([C:13]1[CH:18]=[CH:17][CH:16]=[C:15]([O:19][CH2:20][C@@H:21]2[CH2:25][CH2:24][CH2:23][N:22]2[CH3:26])[CH:14]=1)[OH:1].